From a dataset of Full USPTO retrosynthesis dataset with 1.9M reactions from patents (1976-2016). Predict the reactants needed to synthesize the given product. (1) The reactants are: [C:1]([O:5][C:6](=[O:16])[NH:7][C:8]1[C:9]([CH3:15])=[N:10][CH:11]=[C:12]([Br:14])[CH:13]=1)([CH3:4])([CH3:3])[CH3:2].[H-].[Na+].I[CH3:20]. Given the product [C:1]([O:5][C:6](=[O:16])[N:7]([C:8]1[C:9]([CH3:15])=[N:10][CH:11]=[C:12]([Br:14])[CH:13]=1)[CH3:20])([CH3:4])([CH3:3])[CH3:2], predict the reactants needed to synthesize it. (2) Given the product [NH2:13][C:11](=[O:12])[C@H:10]([NH:9][C:6]1[CH:7]=[CH:8][C:3]([C:1]([NH2:2])=[O:26])=[C:4]([NH:18][C:19]2[O:23][N:22]=[C:21]([CH3:24])[CH:20]=2)[CH:5]=1)[CH2:14][CH:15]([CH3:17])[CH3:16], predict the reactants needed to synthesize it. The reactants are: [C:1]([C:3]1[CH:8]=[CH:7][C:6]([NH:9][C@H:10]([CH2:14][CH:15]([CH3:17])[CH3:16])[C:11]([NH2:13])=[O:12])=[CH:5][C:4]=1[NH:18][C:19]1[O:23][N:22]=[C:21]([CH3:24])[CH:20]=1)#[N:2].C([O-])([O-])=[O:26].[K+].[K+].OO. (3) Given the product [CH2:1]([S:5][CH2:7][C:8]([C:10]1[CH:19]=[CH:18][C:13]2[NH:14][C:15](=[O:17])[NH:16][C:12]=2[CH:11]=1)=[O:9])[CH2:2][CH2:3][CH3:4], predict the reactants needed to synthesize it. The reactants are: [CH2:1]([SH:5])[CH2:2][CH2:3][CH3:4].Cl[CH2:7][C:8]([C:10]1[CH:19]=[CH:18][C:13]2[NH:14][C:15](=[O:17])[NH:16][C:12]=2[CH:11]=1)=[O:9].C(=O)([O-])[O-].[K+].[K+]. (4) The reactants are: CC1(C)CCCC(C)(C)N1.C([Li])CCC.[F:16][C:17]1[CH:22]=[CH:21][C:20]([CH2:23][C:24]([CH3:27])([CH3:26])[CH3:25])=[CH:19][N:18]=1.[Si:28]([O:35][C:36]1([CH2:40][CH:41]=[O:42])[CH2:39][CH2:38][CH2:37]1)([C:31]([CH3:34])([CH3:33])[CH3:32])([CH3:30])[CH3:29]. Given the product [Si:28]([O:35][C:36]1([CH2:40][CH:41]([C:22]2[C:17]([F:16])=[N:18][CH:19]=[C:20]([CH2:23][C:24]([CH3:27])([CH3:26])[CH3:25])[CH:21]=2)[OH:42])[CH2:37][CH2:38][CH2:39]1)([C:31]([CH3:34])([CH3:33])[CH3:32])([CH3:30])[CH3:29], predict the reactants needed to synthesize it. (5) Given the product [Br:1][C:2]1[CH:3]=[N:4][C:5]([NH:11][CH:15]2[CH2:17][CH2:16]2)=[N:6][CH:7]=1, predict the reactants needed to synthesize it. The reactants are: [Br:1][C:2]1[CH:3]=[N:4][C:5](Cl)=[N:6][CH:7]=1.CC[N:11]([CH:15]([CH3:17])[CH3:16])C(C)C.C1(N)CC1.